This data is from Catalyst prediction with 721,799 reactions and 888 catalyst types from USPTO. The task is: Predict which catalyst facilitates the given reaction. (1) Reactant: [NH2:1][C:2]1[N:3]([CH3:22])[C:4](=[O:21])[C:5]2[C:10]([C:11]3[C:16]([CH3:17])=[CH:15][C:14]([CH3:18])=[CH:13][C:12]=3[CH3:19])=[CH:9][N:8]([CH3:20])[C:6]=2[N:7]=1.ClC(OC1C=CC([N+]([O-])=O)=CC=1)=[O:25].[CH2:36]([N:38]([CH2:41]C)[CH2:39]C)C.CNC. Product: [C:12]1([CH3:19])[CH:13]=[C:14]([CH3:18])[CH:15]=[C:16]([CH3:17])[C:11]=1[C:10]1[C:5]2[C:4](=[O:21])[N:3]([CH3:22])[C:2]([NH:1][C:36](=[O:25])[N:38]([CH3:41])[CH3:39])=[N:7][C:6]=2[N:8]([CH3:20])[CH:9]=1. The catalyst class is: 7. (2) Reactant: [CH3:1][CH:2]([CH2:4][CH2:5][CH2:6][C@H:7]([C@@H:9]1[C@:27]2([CH3:28])[C@H:12]([C@H:13]3[C@H:24]([CH2:25][CH2:26]2)[C@:22]2([CH3:23])[C:16]([CH2:17][C@H:18]([CH2:20][CH2:21]2)[OH:19])=[CH:15][CH2:14]3)[CH2:11][CH2:10]1)[CH3:8])[CH3:3].[CH3:29][C:30](C)([O-:32])[CH3:31].[Li+].C(C1OC1)Br. The catalyst class is: 80. Product: [CH2:29]([CH2:3][CH:2]([CH2:4][CH2:5][CH2:6][C@H:7]([C@@H:9]1[C@:27]2([CH3:28])[C@H:12]([C@H:13]3[C@H:24]([CH2:25][CH2:26]2)[C@:22]2([CH3:23])[C:16]([CH2:17][C@H:18]([CH2:20][CH2:21]2)[OH:19])=[CH:15][CH2:14]3)[CH2:11][CH2:10]1)[CH3:8])[CH3:1])[CH:30]1[O:32][CH2:31]1. (3) Reactant: [CH2:1]([O:8][C:9]([NH:11][C@H:12]([CH2:22]O)[CH2:13][CH2:14][C:15]([O:17][C:18]([CH3:21])([CH3:20])[CH3:19])=[O:16])=[O:10])[C:2]1[CH:7]=[CH:6][CH:5]=[CH:4][CH:3]=1.C(Br)(Br)(Br)[Br:25].C1(P(C2C=CC=CC=2)C2C=CC=CC=2)C=CC=CC=1. Product: [CH2:1]([O:8][C:9]([NH:11][C@H:12]([CH2:22][Br:25])[CH2:13][CH2:14][C:15]([O:17][C:18]([CH3:21])([CH3:20])[CH3:19])=[O:16])=[O:10])[C:2]1[CH:7]=[CH:6][CH:5]=[CH:4][CH:3]=1. The catalyst class is: 4. (4) Reactant: [OH:1][C:2]([C:7]1[CH:12]=[CH:11][CH:10]=[CH:9][CH:8]=1)([CH3:6])[CH2:3][C:4]#[N:5].S(C)C. Product: [NH2:5][CH2:4][CH2:3][C:2]([C:7]1[CH:12]=[CH:11][CH:10]=[CH:9][CH:8]=1)([OH:1])[CH3:6]. The catalyst class is: 1. (5) Reactant: [CH:1]([C:4]1[CH:9]=[CH:8][C:7]([C:10]2[N:15]=[C:14]([NH:16][CH2:17][C:18]3[S:19][CH:20]=[CH:21][CH:22]=3)[CH:13]=[CH:12][N:11]=2)=[CH:6][CH:5]=1)([CH3:3])[CH3:2].[C:23]([O:27][C:28](=[O:31])[CH2:29]Br)([CH3:26])([CH3:25])[CH3:24]. Product: [C:23]([O:27][C:28](=[O:31])[CH2:29][N:16]([C:14]1[CH:13]=[CH:12][N:11]=[C:10]([C:7]2[CH:6]=[CH:5][C:4]([CH:1]([CH3:3])[CH3:2])=[CH:9][CH:8]=2)[N:15]=1)[CH2:17][C:18]1[S:19][CH:20]=[CH:21][CH:22]=1)([CH3:26])([CH3:25])[CH3:24]. The catalyst class is: 1.